Dataset: Reaction yield outcomes from USPTO patents with 853,638 reactions. Task: Predict the reaction yield, written as a fraction of the theoretical maximum amount of product (1.0 means a 100% yield; for example, 0.34 means a 34% yield). The reactants are [NH:1]([C:8]1[N:9]([C:21]2[CH:26]=[CH:25][CH:24]=[CH:23][CH:22]=2)[C:10]2[C:15]([C:16](=[O:18])[CH:17]=1)=[C:14](Cl)[N:13]=[C:12]([CH3:20])[CH:11]=2)[C:2]1[CH:7]=[CH:6][CH:5]=[CH:4][CH:3]=1.[CH3:27][Mg+].[Br-]. The catalyst is C1COCC1.Cl[Ni]1(Cl)[P](C2C=CC=CC=2)(C2C=CC=CC=2)CCC[P]1(C1C=CC=CC=1)C1C=CC=CC=1. The product is [NH:1]([C:8]1[N:9]([C:21]2[CH:26]=[CH:25][CH:24]=[CH:23][CH:22]=2)[C:10]2[C:15]([C:16](=[O:18])[CH:17]=1)=[C:14]([CH3:27])[N:13]=[C:12]([CH3:20])[CH:11]=2)[C:2]1[CH:7]=[CH:6][CH:5]=[CH:4][CH:3]=1. The yield is 0.400.